This data is from Reaction yield outcomes from USPTO patents with 853,638 reactions. The task is: Predict the reaction yield, written as a fraction of the theoretical maximum amount of product (1.0 means a 100% yield; for example, 0.34 means a 34% yield). (1) The reactants are [N:1]([CH2:4][C@@H:5]1[C@H:9]2[O:10][C:11]([CH3:14])([CH3:13])[O:12][C@H:8]2[C@H:7]([N:15]2[CH:23]=[N:22][C:21]3[C:16]2=[N:17][CH:18]=[N:19][C:20]=3[NH:24][CH2:25][C:26]2[CH:31]=[CH:30][C:29]([O:32][CH3:33])=[CH:28][C:27]=2[O:34][CH3:35])[CH2:6]1)=[N+]=[N-].CP(C)C.O. The catalyst is C1COCC1.C(Cl)Cl. The product is [NH2:1][CH2:4][C@@H:5]1[C@H:9]2[O:10][C:11]([CH3:13])([CH3:14])[O:12][C@H:8]2[C@H:7]([N:15]2[CH:23]=[N:22][C:21]3[C:16]2=[N:17][CH:18]=[N:19][C:20]=3[NH:24][CH2:25][C:26]2[CH:31]=[CH:30][C:29]([O:32][CH3:33])=[CH:28][C:27]=2[O:34][CH3:35])[CH2:6]1. The yield is 0.980. (2) The reactants are [C:1](Cl)(=O)[C:2]([Cl:4])=[O:3].C1(C)C=CC=CC=1.[CH2:14]([O:25][C:26]1[CH:27]=C([CH:32]=[CH:33][CH:34]=1)C(O)=O)[CH2:15][CH2:16][CH2:17][CH2:18][CH2:19][CH2:20][CH2:21][CH2:22][CH2:23][CH3:24]. The catalyst is CN(C=O)C.C(Cl)Cl. The product is [CH2:14]([O:25][C:26]1[CH:27]=[C:1]([CH:32]=[CH:33][CH:34]=1)[C:2]([Cl:4])=[O:3])[CH2:15][CH2:16][CH2:17][CH2:18][CH2:19][CH2:20][CH2:21][CH2:22][CH2:23][CH3:24]. The yield is 0.990. (3) The reactants are Cl[C:2]1[C:7]2[CH:8]=[CH:9][N:10]([CH3:11])[C:6]=2[CH:5]=[C:4]([Cl:12])[N:3]=1.[OH-:13].[Na+].Cl. The catalyst is O1CCOCC1. The product is [Cl:12][C:4]1[NH:3][C:2](=[O:13])[C:7]2[CH:8]=[CH:9][N:10]([CH3:11])[C:6]=2[CH:5]=1. The yield is 0.936. (4) The reactants are [F:1][CH2:2][CH2:3][N:4]1[CH:8]=[C:7](I)[CH:6]=[N:5]1.[C:10]([C:12]1[CH:13]=[C:14]([C:18]2[C:19]([F:24])=[N:20][CH:21]=[CH:22][CH:23]=2)[CH:15]=[CH:16][CH:17]=1)#[CH:11]. The catalyst is CN(C=O)C.Cl[Pd](Cl)([P](C1C=CC=CC=1)(C1C=CC=CC=1)C1C=CC=CC=1)[P](C1C=CC=CC=1)(C1C=CC=CC=1)C1C=CC=CC=1.[Cu](I)I. The product is [F:24][C:19]1[C:18]([C:14]2[CH:15]=[CH:16][CH:17]=[C:12]([C:10]#[C:11][C:7]3[CH:6]=[N:5][N:4]([CH2:3][CH2:2][F:1])[CH:8]=3)[CH:13]=2)=[CH:23][CH:22]=[CH:21][N:20]=1. The yield is 0.760. (5) The reactants are [CH3:1][C@H:2]1[CH2:8][N:7]([CH3:9])[CH2:6][C:5]2[CH:10]=[CH:11][C:12]([C:14]([O:16]C)=O)=[CH:13][C:4]=2[O:3]1.[OH-:18].[Na+].[NH2:20]O. The catalyst is C1COCC1.CO. The product is [OH:18][NH:20][C:14]([C:12]1[CH:11]=[CH:10][C:5]2[CH2:6][N:7]([CH3:9])[CH2:8][C@H:2]([CH3:1])[O:3][C:4]=2[CH:13]=1)=[O:16]. The yield is 0.370. (6) The yield is 0.870. The catalyst is CCOC(C)=O.C(Cl)Cl. The product is [NH2:21][C:2]1[C:7]([O:8][CH3:9])=[CH:6][N:5]=[CH:4][N:3]=1. The reactants are Cl[C:2]1[C:7]([O:8][CH3:9])=[CH:6][N:5]=[CH:4][N:3]=1.CCO.C(Cl)Cl.CO.C(Cl)Cl.[NH3:21].